From a dataset of Forward reaction prediction with 1.9M reactions from USPTO patents (1976-2016). Predict the product of the given reaction. (1) The product is: [CH:19]([N:1]1[C:9]2[C:4](=[CH:5][CH:6]=[C:7]([C:10]([O:12][CH3:13])=[O:11])[CH:8]=2)[CH:3]=[N:2]1)([CH3:21])[CH3:20]. Given the reactants [NH:1]1[C:9]2[C:4](=[CH:5][CH:6]=[C:7]([C:10]([O:12][CH3:13])=[O:11])[CH:8]=2)[CH:3]=[N:2]1.C(=O)([O-])[O-].I[CH:19]([CH3:21])[CH3:20], predict the reaction product. (2) Given the reactants [Cl:1][C:2]1[N:3]=[N:4][C:5](Cl)=[CH:6][C:7]=1[CH:8]1[CH2:11][CH2:10][CH2:9]1.[C:13]([NH:21][NH2:22])(=O)[C:14]1[CH:19]=[CH:18][CH:17]=[CH:16][CH:15]=1.Cl.C(N(CC)CC)C, predict the reaction product. The product is: [Cl:1][C:2]1[C:7]([CH:8]2[CH2:11][CH2:10][CH2:9]2)=[CH:6][C:5]2[N:4]([C:13]([C:14]3[CH:19]=[CH:18][CH:17]=[CH:16][CH:15]=3)=[N:21][N:22]=2)[N:3]=1. (3) Given the reactants [F:1][C:2]1[CH:32]=[CH:31][C:5]2[S:6][C:7]([S:10]([NH:13][C:14]3[CH:26]=[CH:25][C:17]([C:18]([NH:20][CH2:21][C:22](=O)[CH3:23])=O)=[CH:16][C:15]=3[S:27]([CH3:30])(=[O:29])=[O:28])(=[O:12])=[O:11])=[C:8]([CH3:9])[C:4]=2[CH:3]=1.P12(SP3(SP(SP(S3)(S1)=S)(=S)S2)=S)=[S:34], predict the reaction product. The product is: [F:1][C:2]1[CH:32]=[CH:31][C:5]2[S:6][C:7]([S:10]([NH:13][C:14]3[CH:26]=[CH:25][C:17]([C:18]4[S:34][C:22]([CH3:23])=[CH:21][N:20]=4)=[CH:16][C:15]=3[S:27]([CH3:30])(=[O:29])=[O:28])(=[O:12])=[O:11])=[C:8]([CH3:9])[C:4]=2[CH:3]=1. (4) The product is: [CH3:32][O:31][C:29]1[CH:28]=[C:25]([CH:24]=[C:23]([O:22][CH3:21])[CH:30]=1)[CH2:26][N:7]1[C:6]2[CH:1]=[C:2]([CH:12]=[O:13])[CH:3]=[CH:4][C:5]=2[O:11][CH2:10][CH2:9][CH2:8]1. Given the reactants [CH:1]1[C:6]2[NH:7][CH2:8][CH2:9][CH2:10][O:11][C:5]=2[CH:4]=[CH:3][C:2]=1[CH:12]=[O:13].C(N(CC)CC)C.[CH3:21][O:22][C:23]1[CH:24]=[C:25]([CH:28]=[C:29]([O:31][CH3:32])[CH:30]=1)[CH2:26]Cl, predict the reaction product. (5) Given the reactants [F:1][C:2]1[C:3]([NH2:17])=[N:4][C:5]([O:8][CH2:9][C:10]2[CH:15]=[CH:14][C:13]([F:16])=[CH:12][CH:11]=2)=[N:6][CH:7]=1.[H-].[Na+].[C:20](=O)([O:28]C1C=CC=CC=1)[O:21][C:22]1[CH:27]=[CH:26][CH:25]=[CH:24][CH:23]=1.CCOC(C)=O, predict the reaction product. The product is: [C:22]1([O:21][C:20](=[O:28])[NH:17][C:3]2[C:2]([F:1])=[CH:7][N:6]=[C:5]([O:8][CH2:9][C:10]3[CH:11]=[CH:12][C:13]([F:16])=[CH:14][CH:15]=3)[N:4]=2)[CH:27]=[CH:26][CH:25]=[CH:24][CH:23]=1. (6) The product is: [NH2:1][C:2]1[CH:7]=[CH:6][C:5]([S:8][C:9]2[CH:17]=[CH:16][C:12]([C:13]([NH:33][C:34]([C:38]3[CH:43]=[CH:42][CH:41]=[CH:40][CH:39]=3)([CH3:37])[CH2:35][OH:36])=[O:14])=[CH:11][C:10]=2[NH:18][C:19]2[C:20]3[CH:28]=[C:27]([F:29])[C:26]([CH:30]([CH3:31])[CH3:32])=[N:25][C:21]=3[N:22]=[CH:23][N:24]=2)=[CH:4][CH:3]=1. Given the reactants [NH2:1][C:2]1[CH:7]=[CH:6][C:5]([S:8][C:9]2[CH:17]=[CH:16][C:12]([C:13](O)=[O:14])=[CH:11][C:10]=2[NH:18][C:19]2[C:20]3[CH:28]=[C:27]([F:29])[C:26]([CH:30]([CH3:32])[CH3:31])=[N:25][C:21]=3[N:22]=[CH:23][N:24]=2)=[CH:4][CH:3]=1.[NH2:33][C:34]([C:38]1[CH:43]=[CH:42][CH:41]=[CH:40][CH:39]=1)([CH3:37])[CH2:35][OH:36], predict the reaction product.